Task: Predict the reactants needed to synthesize the given product.. Dataset: Full USPTO retrosynthesis dataset with 1.9M reactions from patents (1976-2016) (1) Given the product [C:20]([C:2]1[N:3]=[CH:4][C:5]([C:10]([NH:12][CH2:13][C:14]2[S:18][C:17]([CH3:19])=[N:16][CH:15]=2)=[O:11])=[N:6][C:7]=1[CH2:8][CH3:9])#[N:21], predict the reactants needed to synthesize it. The reactants are: Cl[C:2]1[N:3]=[CH:4][C:5]([C:10]([NH:12][CH2:13][C:14]2[S:18][C:17]([CH3:19])=[N:16][CH:15]=2)=[O:11])=[N:6][C:7]=1[CH2:8][CH3:9].[CH3:20][N:21](C)C=O. (2) Given the product [C:1]([C:5]1[C:6]([OH:15])=[C:7]([C:11]([CH3:14])=[CH:12][CH:13]=1)[C:8]([NH:23][C:22]1[CH:24]=[CH:25][C:19]([N+:16]([O-:18])=[O:17])=[CH:20][C:21]=1[C:26]([F:27])([F:28])[F:29])=[O:10])([CH3:2])([CH3:3])[CH3:4], predict the reactants needed to synthesize it. The reactants are: [C:1]([C:5]1[CH:13]=[CH:12][C:11]([CH3:14])=[C:7]([C:8]([OH:10])=O)[C:6]=1[OH:15])([CH3:4])([CH3:3])[CH3:2].[N+:16]([C:19]1[CH:25]=[CH:24][C:22]([NH2:23])=[C:21]([C:26]([F:29])([F:28])[F:27])[CH:20]=1)([O-:18])=[O:17]. (3) Given the product [C:1]1([N:7]2[C:19]3[CH:18]=[CH:17][C:16]([C:20]4[CH:21]=[CH:22][C:23]5[N:24]([C:34]6[C:35]7[S:42][C:41]8[CH:43]=[CH:44][CH:45]=[CH:46][C:40]=8[C:36]=7[N:37]=[CH:38][N:39]=6)[C:25]6[C:30]([C:31]=5[CH:32]=4)=[CH:29][CH:28]=[CH:27][CH:26]=6)=[CH:15][C:14]=3[C:13]3[C:8]2=[CH:9][CH:10]=[CH:11][CH:12]=3)[CH:6]=[CH:5][CH:4]=[CH:3][CH:2]=1, predict the reactants needed to synthesize it. The reactants are: [C:1]1([N:7]2[C:19]3[CH:18]=[CH:17][C:16]([C:20]4[CH:21]=[CH:22][C:23]5[NH:24][C:25]6[C:30]([C:31]=5[CH:32]=4)=[CH:29][CH:28]=[CH:27][CH:26]=6)=[CH:15][C:14]=3[C:13]3[C:8]2=[CH:9][CH:10]=[CH:11][CH:12]=3)[CH:6]=[CH:5][CH:4]=[CH:3][CH:2]=1.Cl[C:34]1[C:35]2[S:42][C:41]3[CH:43]=[CH:44][CH:45]=[CH:46][C:40]=3[C:36]=2[N:37]=[CH:38][N:39]=1.C1(P(C2CCCCC2)C2C=CC=CC=2C2C(OC)=CC=CC=2OC)CCCCC1.CC([O-])(C)C.[Na+]. (4) Given the product [F:12][C:8]1[CH:7]=[C:6]([O:5][CH2:4][CH:3]=[O:2])[CH:11]=[CH:10][CH:9]=1, predict the reactants needed to synthesize it. The reactants are: C[O:2][C:3](=O)[CH2:4][O:5][C:6]1[CH:11]=[CH:10][CH:9]=[C:8]([F:12])[CH:7]=1.CC(C[AlH]CC(C)C)C. (5) Given the product [F:22][C:21]([F:24])([F:23])[S:18]([O:17][C:5]1[C:6]2[S:7][C:8]3[C:13](=[CH:12][CH:11]=[CH:10][CH:9]=3)[C:14](=[O:16])[C:15]=2[C:2]([F:1])=[CH:3][CH:4]=1)(=[O:20])=[O:19], predict the reactants needed to synthesize it. The reactants are: [F:1][C:2]1[C:15]2[C:14](=[O:16])[C:13]3[C:8](=[CH:9][CH:10]=[CH:11][CH:12]=3)[S:7][C:6]=2[C:5]([OH:17])=[CH:4][CH:3]=1.[S:18](O[S:18]([C:21]([F:24])([F:23])[F:22])(=[O:20])=[O:19])([C:21]([F:24])([F:23])[F:22])(=[O:20])=[O:19]. (6) Given the product [ClH:29].[NH2:19][C:12]1[N:11]=[CH:10][C:9](/[CH:8]=[CH:7]/[C:6]([OH:20])=[O:5])=[CH:14][C:13]=1[C:15]([OH:18])([CH3:16])[CH3:17], predict the reactants needed to synthesize it. The reactants are: C([O:5][C:6](=[O:20])/[CH:7]=[CH:8]/[C:9]1[CH:10]=[N:11][C:12]([NH2:19])=[C:13]([C:15]([OH:18])([CH3:17])[CH3:16])[CH:14]=1)(C)(C)C.C(O)(C(F)(F)F)=O.C(Cl)[Cl:29]. (7) Given the product [Cl:23][CH2:24][CH2:25][CH2:26][C:27]([C:2]1[CH:7]=[CH:6][C:5]([C:8]([CH3:17])([CH3:16])[N:9]2[CH2:13][C:12]([CH3:15])([CH3:14])[CH2:11][O:10]2)=[CH:4][CH:3]=1)=[O:28], predict the reactants needed to synthesize it. The reactants are: Br[C:2]1[CH:7]=[CH:6][C:5]([C:8]([CH3:17])([CH3:16])[N:9]2[CH2:13][C:12]([CH3:15])([CH3:14])[CH2:11][O:10]2)=[CH:4][CH:3]=1.C([Li])CCC.[Cl:23][CH2:24][CH2:25][CH2:26][C:27](Cl)=[O:28].